This data is from Reaction yield outcomes from USPTO patents with 853,638 reactions. The task is: Predict the reaction yield, written as a fraction of the theoretical maximum amount of product (1.0 means a 100% yield; for example, 0.34 means a 34% yield). (1) The reactants are [Br-].[CH2:2]([P+](C1C=CC=CC=1)(C1C=CC=CC=1)C1C=CC=CC=1)[CH2:3][CH2:4][CH2:5][CH2:6][CH2:7][CH3:8].[Li]CCCC.[C:33]([N:40]1[CH2:45][CH2:44][CH2:43][CH2:42][CH:41]1C=O)([O:35][C:36]([CH3:39])([CH3:38])[CH3:37])=[O:34].CCOC(C)=O.CCCCCC. The catalyst is C1COCC1.O. The product is [C:33]([N:40]1[CH2:41][CH2:42][CH2:43][CH2:44][CH:45]1/[CH:2]=[CH:3]\[CH2:4][CH2:5][CH2:6][CH2:7][CH3:8])([O:35][C:36]([CH3:39])([CH3:38])[CH3:37])=[O:34]. The yield is 0.700. (2) The reactants are C1(P(C2CCCCC2)C2C=CC=CC=2C2C=CC=CC=2)CCCCC1.[CH3:26][O:27][C:28]([C:30]1[CH:35]=[CH:34][C:33]([CH:36]2[CH2:38][CH2:37]2)=[C:32](Cl)[N:31]=1)=[O:29].[Cl:40][C:41]1[CH:47]=[C:46]([Cl:48])[CH:45]=[CH:44][C:42]=1[NH2:43].C(=O)([O-])[O-].[K+].[K+]. The catalyst is O1CCOCC1.C([O-])(=O)C.[Pd+2].C([O-])(=O)C. The product is [CH3:26][O:27][C:28]([C:30]1[CH:35]=[CH:34][C:33]([CH:36]2[CH2:38][CH2:37]2)=[C:32]([NH:43][C:42]2[CH:44]=[CH:45][C:46]([Cl:48])=[CH:47][C:41]=2[Cl:40])[N:31]=1)=[O:29]. The yield is 0.390.